Dataset: Reaction yield outcomes from USPTO patents with 853,638 reactions. Task: Predict the reaction yield, written as a fraction of the theoretical maximum amount of product (1.0 means a 100% yield; for example, 0.34 means a 34% yield). (1) The reactants are [OH:1][C:2]1[CH:3]=[C:4]([CH:9]=[CH:10][C:11]=1[C:12]1[NH:13][CH:14]=[CH:15][N:16]=1)[C:5]([O:7][CH3:8])=[O:6].Br[CH2:18][CH2:19]Br.C(=O)([O-])[O-].[Cs+].[Cs+]. The catalyst is CN(C=O)C. The product is [N:16]1[CH:15]=[CH:14][N:13]2[C:12]=1[C:11]1[CH:10]=[CH:9][C:4]([C:5]([O:7][CH3:8])=[O:6])=[CH:3][C:2]=1[O:1][CH2:19][CH2:18]2. The yield is 0.800. (2) The reactants are C([N:14]1[CH2:17][C:16]([CH2:19][NH:20][C:21](=[O:27])[O:22][C:23]([CH3:26])([CH3:25])[CH3:24])([F:18])[CH2:15]1)(C1C=CC=CC=1)C1C=CC=CC=1. The catalyst is C(O)C.[OH-].[OH-].[Pd+2]. The product is [F:18][C:16]1([CH2:19][NH:20][C:21](=[O:27])[O:22][C:23]([CH3:25])([CH3:24])[CH3:26])[CH2:15][NH:14][CH2:17]1. The yield is 0.660. (3) The reactants are [C:1]1([C:8]2[CH:13]=[CH:12][CH:11]=[CH:10][CH:9]=2)[CH:6]=[CH:5][C:4]([OH:7])=[CH:3][CH:2]=1.[Br:14][CH2:15][CH2:16][CH2:17]Br.C([O-])([O-])=O.[Cs+].[Cs+]. The catalyst is C(#N)C. The product is [Br:14][CH2:15][CH2:16][CH2:17][O:7][C:4]1[CH:3]=[CH:2][C:1]([C:8]2[CH:13]=[CH:12][CH:11]=[CH:10][CH:9]=2)=[CH:6][CH:5]=1. The yield is 0.640. (4) The reactants are [H-].[Na+].[F:3][C:4]1[CH:9]=[CH:8][CH:7]=[CH:6][C:5]=1[CH2:10][C:11]([O:13][CH3:14])=[O:12].Cl[CH2:16][CH2:17][N:18]([CH2:26][CH2:27]Cl)[C:19](=[O:25])[O:20][C:21]([CH3:24])([CH3:23])[CH3:22]. The catalyst is CN(C)C=O. The product is [F:3][C:4]1[CH:9]=[CH:8][CH:7]=[CH:6][C:5]=1[C:10]1([C:11]([O:13][CH3:14])=[O:12])[CH2:27][CH2:26][N:18]([C:19]([O:20][C:21]([CH3:23])([CH3:22])[CH3:24])=[O:25])[CH2:17][CH2:16]1. The yield is 0.170. (5) The reactants are [Br:1][C:2]1[CH:3]=[C:4]2[C:9](=[CH:10][CH:11]=1)[C:8](=O)[CH2:7][CH2:6][CH2:5]2.[NH2:13][OH:14].CC([O-])=O.[Na+].O. The catalyst is C(O)C. The product is [Br:1][C:2]1[CH:3]=[C:4]2[C:9](=[CH:10][CH:11]=1)/[C:8](=[N:13]/[OH:14])/[CH2:7][CH2:6][CH2:5]2. The yield is 0.970. (6) The reactants are [Mg].Br[CH2:3][C:4]1[CH:9]=[CH:8][CH:7]=[C:6]([C:10]([F:13])([F:12])[F:11])[CH:5]=1.[CH3:14][C:15]1[CH2:20][CH2:19][CH2:18][C:17]([CH3:22])([CH3:21])[C:16]=1[CH:23]=[O:24]. The catalyst is C(OCC)C. The product is [F:11][C:10]([F:13])([F:12])[C:6]1[CH:5]=[C:4]([CH2:3][CH:23]([C:16]2[C:17]([CH3:22])([CH3:21])[CH2:18][CH2:19][CH2:20][C:15]=2[CH3:14])[OH:24])[CH:9]=[CH:8][CH:7]=1. The yield is 0.200. (7) The reactants are [C:1](/[N:3]=[C:4](\SC)/[NH:5][C:6]1[CH:11]=[C:10]([Cl:12])[C:9]([Cl:13])=[C:8]([Cl:14])[CH:7]=1)#[N:2].[NH2:17][NH2:18]. The product is [Cl:12][C:10]1[CH:11]=[C:6]([NH:5][C:4]2[N:3]=[C:1]([NH2:2])[NH:18][N:17]=2)[CH:7]=[C:8]([Cl:14])[C:9]=1[Cl:13]. The yield is 0.240. The catalyst is C(O)C.